The task is: Predict the reactants needed to synthesize the given product.. This data is from Full USPTO retrosynthesis dataset with 1.9M reactions from patents (1976-2016). (1) Given the product [CH3:1][O:2][C:3](=[O:17])[C:4]1[CH:9]=[C:8]([N+:10]([O-:12])=[O:11])[C:7]([Cl:21])=[C:6]([O:14][CH2:15][CH3:16])[CH:5]=1, predict the reactants needed to synthesize it. The reactants are: [CH3:1][O:2][C:3](=[O:17])[C:4]1[CH:9]=[C:8]([N+:10]([O-:12])=[O:11])[C:7](O)=[C:6]([O:14][CH2:15][CH3:16])[CH:5]=1.C(Cl)(=O)C([Cl:21])=O. (2) Given the product [Br-:1].[OH:12][C@@H:13]1[CH2:17][CH2:16][N+:15]([CH3:18])([CH2:2][C:3](=[O:4])[NH:5][C:6]2[CH:11]=[N:10][CH:9]=[CH:8][N:7]=2)[CH2:14]1, predict the reactants needed to synthesize it. The reactants are: [Br:1][CH2:2][C:3]([NH:5][C:6]1[CH:11]=[N:10][CH:9]=[CH:8][N:7]=1)=[O:4].[OH:12][C@@H:13]1[CH2:17][CH2:16][N:15]([CH3:18])[C:14]1=O. (3) Given the product [CH3:22][N:21]([CH3:23])[C:18]1[CH:19]=[CH:20][C:15]([C:14]([NH:13][C:6]2[CH:7]=[CH:8][C:9]3[NH:10][C:33]([C:32]4[CH:31]=[CH:30][C:29]([O:28][CH2:27][CH2:26][OH:25])=[CH:36][CH:35]=4)=[N:1][C:4]=3[CH:5]=2)=[O:24])=[CH:16][CH:17]=1, predict the reactants needed to synthesize it. The reactants are: [N+:1]([C:4]1[CH:5]=[C:6]([NH:13][C:14](=[O:24])[C:15]2[CH:20]=[CH:19][C:18]([N:21]([CH3:23])[CH3:22])=[CH:17][CH:16]=2)[CH:7]=[CH:8][C:9]=1[N+:10]([O-])=O)([O-])=O.[OH:25][CH2:26][CH2:27][O:28][C:29]1[CH:36]=[CH:35][C:32]([CH:33]=O)=[CH:31][CH:30]=1.